This data is from Experimentally validated miRNA-target interactions with 360,000+ pairs, plus equal number of negative samples. The task is: Binary Classification. Given a miRNA mature sequence and a target amino acid sequence, predict their likelihood of interaction. (1) The miRNA is hsa-miR-326 with sequence CCUCUGGGCCCUUCCUCCAG. The protein sequence of the target gene is MGRYSGKTCRLLFMLVLTAAFFVAELVSGYLGNSIALLSDSFNMLSDLISLCVGLGSGYIARRGPRGSSATYGYVRAEVVGALSNAVFLTALCFTIFVEAVLRLARPERIDDPELVLIVGALGLAVNVVGLLIFQDCGACFSRCTRGRRTRPSQQPSQGDPRGALGCPQEAATATAPGSGTAVTLRGSSAGRKQQEGATVFSNVAGDSLNTENEPEETTKKEKKSEALNIRGVLLHVMGDALGSVVVVITAIIFYVQPLRREDPCNWQCYIDPSLTVVMVIIILSSAFPLIKETAVILLQ.... Result: 0 (no interaction). (2) The protein sequence of the target gene is MALVGSRVELDADEDIFEDALETISRSPSDMATSGFHFVPCETKRTSRQLGASAMGRPEGSSAKVDLKSGLEECAEALNLFLSNKFKDALELLRPWAKESMYHALGYSTIVVLQAVMTFEQQDIQNGISAMKDALQTCQKYRKKCTVVESFSSLLSRGSLEQLSEEEMHAEICYAECLLQKAALTFVQDENMINFIKGGLKIRTSYQIYKECLSILHVIQKNKQEQHFFYEFEGGVKLGTGAFNLMLSLLPARIIRLLEFIGFSGNRDLGLLQLREGASGSSMRSPLCCLTILAFHTYIS.... The miRNA is mmu-miR-344e-3p with sequence GAUAUAACCAAAGCCUGACUAU. Result: 1 (interaction). (3) The protein sequence of the target gene is MDSAITLWQFLLQLLQEPQNEHMICWTSNNGEFKLLQAEEVARLWGIRKNKPNMNYDKLSRALRYYYVKNIIKKVNGQKFVYKFVSYPEILKMDPLTVGRIEGDCEALNSIETSSSKDVEYGGKERPPQPGAKTSSRNDYIHSGLYSSFTLNSLNTSNKKLFKSIKIENPAEKLAEKKAQEPTPSVIKFVTTPAKKPPIEPVAAAFATSPSLSPSSEETIQALETLVSPTLPSLETPASISILATTFNPTPPVPSTPLPLKEPPRTPSPPLSSNPDIDTDIESVASQPMELPENLSLEPK.... The miRNA is hsa-miR-1185-2-3p with sequence AUAUACAGGGGGAGACUCUCAU. Result: 0 (no interaction).